From a dataset of Forward reaction prediction with 1.9M reactions from USPTO patents (1976-2016). Predict the product of the given reaction. (1) Given the reactants [NH2:1][C:2]1[CH:12]=[CH:11][C:5]([C:6]([O:8][CH2:9][CH3:10])=[O:7])=[CH:4][CH:3]=1.[CH:13](=O)[CH2:14][CH3:15].P(O)(O[C:27]1[CH:32]=[CH:31][CH:30]=[CH:29][CH:28]=1)(O[C:27]1[CH:32]=[CH:31][CH:30]=[CH:29][CH:28]=1)=O.[CH:34](/[NH:37][C:38](=[O:47])[O:39][CH2:40]C1C=CC=CC=1)=[CH:35]\[CH3:36], predict the reaction product. The product is: [CH2:40]([O:39][C:38]([NH:37][CH:34]1[C:3]2[C:2](=[CH:12][CH:11]=[C:5]([C:6]([O:8][CH2:9][CH3:10])=[O:7])[CH:4]=2)[NH:1][CH:13]([CH2:14][CH3:15])[CH:35]1[CH3:36])=[O:47])[C:27]1[CH:28]=[CH:29][CH:30]=[CH:31][CH:32]=1. (2) Given the reactants [CH3:1][C:2]1([C:21]([OH:23])=O)[CH2:17][C:10]2([N+:18]([O-:20])=[O:19])[C:11]3[C:16]([CH:3]1[C:4]1[C:9]2=[CH:8][CH:7]=[CH:6][CH:5]=1)=[CH:15][CH:14]=[CH:13][CH:12]=3.ON1C2C=CC=CC=2N=N1.C(N(C(C)C)C(C)C)C.CCN=C=NCCCN(C)C.[Br:54][C:55]1[CH:60]=[CH:59][C:58]([C:61]([C:64]2[NH:68][N:67]=[C:66]([NH2:69])[N:65]=2)([CH3:63])[CH3:62])=[CH:57][CH:56]=1, predict the reaction product. The product is: [Br:54][C:55]1[CH:60]=[CH:59][C:58]([C:61]([C:64]2[N:65]=[C:66]([NH2:69])[N:67]([C:21]([C:2]3([CH3:1])[CH2:17][C:10]4([N+:18]([O-:20])=[O:19])[C:9]5[C:4]([CH:3]3[C:16]3[C:11]4=[CH:12][CH:13]=[CH:14][CH:15]=3)=[CH:5][CH:6]=[CH:7][CH:8]=5)=[O:23])[N:68]=2)([CH3:63])[CH3:62])=[CH:57][CH:56]=1. (3) Given the reactants Br[C:2]1[CH:3]=[CH:4][C:5]2[O:9][C:8]([CH:10]3[CH2:15][CH2:14][N:13]([C:16]4[N:21]=[CH:20][C:19]([CH2:22][CH3:23])=[CH:18][N:17]=4)[CH2:12][CH2:11]3)=[N:7][C:6]=2[CH:24]=1.[F:25][C:26]1[CH:31]=[C:30]([S:32]([CH3:35])(=[O:34])=[O:33])[CH:29]=[CH:28][C:27]=1B1OC(C)(C)C(C)(C)O1, predict the reaction product. The product is: [CH2:22]([C:19]1[CH:18]=[N:17][C:16]([N:13]2[CH2:14][CH2:15][CH:10]([C:8]3[O:9][C:5]4[CH:4]=[CH:3][C:2]([C:27]5[CH:28]=[CH:29][C:30]([S:32]([CH3:35])(=[O:34])=[O:33])=[CH:31][C:26]=5[F:25])=[CH:24][C:6]=4[N:7]=3)[CH2:11][CH2:12]2)=[N:21][CH:20]=1)[CH3:23]. (4) Given the reactants [F:1][CH2:2][CH2:3][O:4][C:5]1[CH:6]=[CH:7][C:8]([N+:19]([O-:21])=[O:20])=[C:9]([CH2:11][C:12](=[O:18])C(OCC)=O)[CH:10]=1.[OH:22]O.Cl, predict the reaction product. The product is: [F:1][CH2:2][CH2:3][O:4][C:5]1[CH:6]=[CH:7][C:8]([N+:19]([O-:21])=[O:20])=[C:9]([CH2:11][C:12]([OH:18])=[O:22])[CH:10]=1. (5) The product is: [Cl:18][CH2:19][C:20]([NH:4][C:3]1[CH:5]=[C:6]([N+:9]([O-:11])=[O:10])[CH:7]=[CH:8][C:2]=1[Cl:1])=[O:21]. Given the reactants [Cl:1][C:2]1[CH:8]=[CH:7][C:6]([N+:9]([O-:11])=[O:10])=[CH:5][C:3]=1[NH2:4].N1C=CC=CC=1.[Cl:18][CH2:19][C:20](Cl)=[O:21], predict the reaction product. (6) Given the reactants [Cl:1][C:2]1[CH:7]=[CH:6][C:5]([C:8]2([CH3:38])[C:12]([C:14]3[CH:19]=[CH:18][C:17]([Cl:20])=[CH:16][CH:15]=3)([CH3:13])[N:11]([C:21](Cl)=[O:22])[C:10]([C:24]3[CH:29]=[CH:28][C:27]([C:30]([C:33]#[N:34])([CH3:32])[CH3:31])=[CH:26][C:25]=3[O:35][CH2:36][CH3:37])=[N:9]2)=[CH:4][CH:3]=1.Cl.Cl.[O:41]=[S:42]1(=[O:54])[CH2:47][CH2:46][CH:45]([N:48]2[CH2:53][CH2:52][NH:51][CH2:50][CH2:49]2)[CH2:44][CH2:43]1, predict the reaction product. The product is: [Cl:1][C:2]1[CH:7]=[CH:6][C:5]([C@@:8]2([CH3:38])[C@:12]([C:14]3[CH:15]=[CH:16][C:17]([Cl:20])=[CH:18][CH:19]=3)([CH3:13])[N:11]([C:21]([N:51]3[CH2:52][CH2:53][N:48]([CH:45]4[CH2:44][CH2:43][S:42](=[O:41])(=[O:54])[CH2:47][CH2:46]4)[CH2:49][CH2:50]3)=[O:22])[C:10]([C:24]3[CH:29]=[CH:28][C:27]([C:30]([CH3:31])([CH3:32])[C:33]#[N:34])=[CH:26][C:25]=3[O:35][CH2:36][CH3:37])=[N:9]2)=[CH:4][CH:3]=1.